From a dataset of Forward reaction prediction with 1.9M reactions from USPTO patents (1976-2016). Predict the product of the given reaction. (1) The product is: [Br:17][C:13]1[CH:14]=[CH:15][C:16]2[N:7]([CH2:6][CH2:5][CH2:4][C:3]([OH:29])=[O:2])[C:8](=[O:28])[C:9]3[C:20]([CH3:21])=[N:19][NH:18][C:10]=3[C:11]=2[CH:12]=1. Given the reactants C[O:2][C:3](=[O:29])[CH2:4][CH2:5][CH2:6][N:7]1[C:16]2[CH:15]=[CH:14][C:13]([Br:17])=[CH:12][C:11]=2[C:10]2[N:18](C3CCCCO3)[N:19]=[C:20]([CH3:21])[C:9]=2[C:8]1=[O:28].FC(F)(F)C(O)=O, predict the reaction product. (2) The product is: [Si:11]([O:10][C@H:9]([C@H:18]1[CH2:22][C@@H:21]([O:23][CH2:24][CH2:25][CH3:26])[CH2:20][N:19]1[C:27]([O:29][C:30]([CH3:33])([CH3:31])[CH3:32])=[O:28])[C@@H:8]([NH:7][C:5](=[O:6])[C:4]1[CH:3]=[C:2]([N:60]2[CH2:64][CH2:63][CH2:62][C:61]2=[O:65])[CH:45]=[C:44]([OH:69])[CH:43]=1)[CH2:34][C:35]1[CH:36]=[C:37]([F:42])[CH:38]=[C:39]([F:41])[CH:40]=1)([C:14]([CH3:16])([CH3:17])[CH3:15])([CH3:12])[CH3:13]. Given the reactants Br[C:2]1[CH:3]=[C:4]([CH:43]=[C:44](C(OC)=O)[CH:45]=1)[C:5]([NH:7][C@@H:8]([CH2:34][C:35]1[CH:40]=[C:39]([F:41])[CH:38]=[C:37]([F:42])[CH:36]=1)[C@@H:9]([C@H:18]1[CH2:22][C@@H:21]([O:23][CH2:24][CH2:25][CH3:26])[CH2:20][N:19]1[C:27]([O:29][C:30]([CH3:33])([CH3:32])[CH3:31])=[O:28])[O:10][Si:11]([C:14]([CH3:17])([CH3:16])[CH3:15])([CH3:13])[CH3:12])=[O:6].NC1C=C(C=C([N:60]2[CH2:64][CH2:63][CH2:62][C:61]2=[O:65])C=1)C(O)=O.C([O:69][C@H]1CN(C(OC(C)(C)C)=O)[C@@H](C(O)=O)C1)C=C, predict the reaction product.